Task: Binary Classification. Given a drug SMILES string, predict its activity (active/inactive) in a high-throughput screening assay against a specified biological target.. Dataset: M1 muscarinic receptor antagonist screen with 61,756 compounds (1) The molecule is S(=O)(=O)(NCC(=O)NCc1ccc(cc1)C)c1c2nsnc2ccc1. The result is 0 (inactive). (2) The molecule is O=C1NCCN(C1CC(OC)=O)C(=O)Nc1ccccc1. The result is 0 (inactive).